This data is from NCI-60 drug combinations with 297,098 pairs across 59 cell lines. The task is: Regression. Given two drug SMILES strings and cell line genomic features, predict the synergy score measuring deviation from expected non-interaction effect. (1) Drug 1: CCCCCOC(=O)NC1=NC(=O)N(C=C1F)C2C(C(C(O2)C)O)O. Drug 2: CC12CCC3C(C1CCC2OP(=O)(O)O)CCC4=C3C=CC(=C4)OC(=O)N(CCCl)CCCl.[Na+]. Cell line: DU-145. Synergy scores: CSS=7.93, Synergy_ZIP=-2.93, Synergy_Bliss=-0.685, Synergy_Loewe=-6.97, Synergy_HSA=-4.37. (2) Drug 1: CCN(CC)CCCC(C)NC1=C2C=C(C=CC2=NC3=C1C=CC(=C3)Cl)OC. Drug 2: CN(C(=O)NC(C=O)C(C(C(CO)O)O)O)N=O. Cell line: HOP-92. Synergy scores: CSS=27.2, Synergy_ZIP=-9.82, Synergy_Bliss=-2.20, Synergy_Loewe=-16.8, Synergy_HSA=0.873. (3) Drug 1: CC1=C2C(C(=O)C3(C(CC4C(C3C(C(C2(C)C)(CC1OC(=O)C(C(C5=CC=CC=C5)NC(=O)OC(C)(C)C)O)O)OC(=O)C6=CC=CC=C6)(CO4)OC(=O)C)O)C)O. Drug 2: C(CN)CNCCSP(=O)(O)O. Cell line: HCT116. Synergy scores: CSS=13.9, Synergy_ZIP=2.86, Synergy_Bliss=3.04, Synergy_Loewe=10.6, Synergy_HSA=1.23. (4) Drug 1: CC1=C(C=C(C=C1)NC2=NC=CC(=N2)N(C)C3=CC4=NN(C(=C4C=C3)C)C)S(=O)(=O)N.Cl. Drug 2: CC1=CC=C(C=C1)C2=CC(=NN2C3=CC=C(C=C3)S(=O)(=O)N)C(F)(F)F. Cell line: MDA-MB-435. Synergy scores: CSS=-0.711, Synergy_ZIP=3.62, Synergy_Bliss=7.71, Synergy_Loewe=4.91, Synergy_HSA=3.51. (5) Drug 1: COC1=C(C=C2C(=C1)N=CN=C2NC3=CC(=C(C=C3)F)Cl)OCCCN4CCOCC4. Drug 2: CCC1=C2CN3C(=CC4=C(C3=O)COC(=O)C4(CC)O)C2=NC5=C1C=C(C=C5)O. Cell line: SF-539. Synergy scores: CSS=38.8, Synergy_ZIP=1.31, Synergy_Bliss=5.37, Synergy_Loewe=6.13, Synergy_HSA=7.65. (6) Drug 1: CN(C)N=NC1=C(NC=N1)C(=O)N. Drug 2: CC1=C(N=C(N=C1N)C(CC(=O)N)NCC(C(=O)N)N)C(=O)NC(C(C2=CN=CN2)OC3C(C(C(C(O3)CO)O)O)OC4C(C(C(C(O4)CO)O)OC(=O)N)O)C(=O)NC(C)C(C(C)C(=O)NC(C(C)O)C(=O)NCCC5=NC(=CS5)C6=NC(=CS6)C(=O)NCCC[S+](C)C)O. Cell line: HT29. Synergy scores: CSS=7.69, Synergy_ZIP=0.412, Synergy_Bliss=6.72, Synergy_Loewe=2.76, Synergy_HSA=3.48. (7) Drug 1: CN1C(=O)N2C=NC(=C2N=N1)C(=O)N. Cell line: SF-295. Synergy scores: CSS=0.933, Synergy_ZIP=-0.371, Synergy_Bliss=0.0551, Synergy_Loewe=-1.50, Synergy_HSA=-0.993. Drug 2: CC1=C2C(C(=O)C3(C(CC4C(C3C(C(C2(C)C)(CC1OC(=O)C(C(C5=CC=CC=C5)NC(=O)OC(C)(C)C)O)O)OC(=O)C6=CC=CC=C6)(CO4)OC(=O)C)O)C)O.